This data is from Forward reaction prediction with 1.9M reactions from USPTO patents (1976-2016). The task is: Predict the product of the given reaction. (1) The product is: [CH3:21][N:22]1[N:26]=[N:25][C:24]([C:27]2[CH:32]=[CH:31][C:30]([O:33][CH:2]3[CH2:6][CH2:5][N:4]([CH:7]4[CH2:12][CH2:11][N:10]([C:13]([O:15][C:16]([CH3:19])([CH3:18])[CH3:17])=[O:14])[CH2:9][CH2:8]4)[C:3]3=[O:20])=[CH:29][CH:28]=2)=[N:23]1. Given the reactants Br[CH:2]1[CH2:6][CH2:5][N:4]([CH:7]2[CH2:12][CH2:11][N:10]([C:13]([O:15][C:16]([CH3:19])([CH3:18])[CH3:17])=[O:14])[CH2:9][CH2:8]2)[C:3]1=[O:20].[CH3:21][N:22]1[N:26]=[N:25][C:24]([C:27]2[CH:32]=[CH:31][C:30]([OH:33])=[CH:29][CH:28]=2)=[N:23]1.C([O-])([O-])=O.[K+].[K+], predict the reaction product. (2) Given the reactants [C:1]([O:4][C:5]1[CH:10]=[C:9]([Cl:11])[C:8]([O:12][C:13]2[CH:18]=[CH:17][C:16]([N+:19]([O-])=O)=[CH:15][CH:14]=2)=[C:7]([Cl:22])[C:6]=1[CH3:23])(=[O:3])[CH3:2], predict the reaction product. The product is: [C:1]([O:4][C:5]1[CH:10]=[C:9]([Cl:11])[C:8]([O:12][C:13]2[CH:18]=[CH:17][C:16]([NH2:19])=[CH:15][CH:14]=2)=[C:7]([Cl:22])[C:6]=1[CH3:23])(=[O:3])[CH3:2]. (3) The product is: [CH:17]1([NH:1][C@@H:2]2[CH2:6][CH2:5][N:4]([C:7]([O:9][C:10]([CH3:13])([CH3:12])[CH3:11])=[O:8])[CH2:3]2)[CH2:19][CH2:18]1. Given the reactants [NH2:1][C@@H:2]1[CH2:6][CH2:5][N:4]([C:7]([O:9][C:10]([CH3:13])([CH3:12])[CH3:11])=[O:8])[CH2:3]1.C(O[C:17]1(O[Si](C)(C)C)[CH2:19][CH2:18]1)C.C([BH3-])#N.[Na+].C(O)(=O)C, predict the reaction product. (4) Given the reactants [NH2:1][CH:2]1[CH2:7][CH2:6][N:5]([C:8]([O:10][C:11]([CH3:14])([CH3:13])[CH3:12])=[O:9])[CH2:4][CH2:3]1.C[O:16][C:17](=O)[C@H:18]([NH:31][C:32]([O:34][CH2:35][C:36]1[CH:41]=[CH:40][CH:39]=[CH:38][CH:37]=1)=[O:33])[CH2:19][C:20]1[C:21]([CH2:29]Cl)=[C:22]2[C:26](=[CH:27][CH:28]=1)[NH:25][N:24]=[CH:23]2, predict the reaction product. The product is: [C:11]([O:10][C:8]([N:5]1[CH2:4][CH2:3][CH:2]([N:1]2[CH2:29][C:21]3[C:22]4[CH:23]=[N:24][NH:25][C:26]=4[CH:27]=[CH:28][C:20]=3[CH2:19][C@@H:18]([NH:31][C:32]([O:34][CH2:35][C:36]3[CH:37]=[CH:38][CH:39]=[CH:40][CH:41]=3)=[O:33])[C:17]2=[O:16])[CH2:7][CH2:6]1)=[O:9])([CH3:14])([CH3:13])[CH3:12]. (5) Given the reactants Cl[C:2]1[N:7]2[N:8]=[C:9]([CH3:11])[CH:10]=[C:6]2[N:5]=[C:4]([NH:12][C:13]([CH:15]2[CH2:17][CH:16]2[C:18]2[CH:23]=[CH:22][N:21]=[CH:20][CH:19]=2)=[O:14])[CH:3]=1.[NH:24]1[CH2:29][CH2:28][CH:27]([NH:30][C:31](=[O:33])[CH3:32])[CH2:26][CH2:25]1, predict the reaction product. The product is: [C:31]([NH:30][CH:27]1[CH2:28][CH2:29][N:24]([C:2]2[N:7]3[N:8]=[C:9]([CH3:11])[CH:10]=[C:6]3[N:5]=[C:4]([NH:12][C:13]([CH:15]3[CH2:17][CH:16]3[C:18]3[CH:23]=[CH:22][N:21]=[CH:20][CH:19]=3)=[O:14])[CH:3]=2)[CH2:25][CH2:26]1)(=[O:33])[CH3:32]. (6) Given the reactants [CH2:1]([O:8][C:9]1[CH:35]=[CH:34][C:12]([O:13][C:14]2[CH:19]=[CH:18][C:17]([CH2:20][C:21]([NH:23][C:24]3[CH:33]=[CH:32][CH:31]=[CH:30][C:25]=3[C:26]([O:28]C)=[O:27])=[O:22])=[CH:16][CH:15]=2)=[CH:11][CH:10]=1)[C:2]1[CH:7]=[CH:6][CH:5]=[CH:4][CH:3]=1.CO.[OH-].[Li+].Cl, predict the reaction product. The product is: [CH2:1]([O:8][C:9]1[CH:35]=[CH:34][C:12]([O:13][C:14]2[CH:19]=[CH:18][C:17]([CH2:20][C:21]([NH:23][C:24]3[CH:33]=[CH:32][CH:31]=[CH:30][C:25]=3[C:26]([OH:28])=[O:27])=[O:22])=[CH:16][CH:15]=2)=[CH:11][CH:10]=1)[C:2]1[CH:3]=[CH:4][CH:5]=[CH:6][CH:7]=1. (7) The product is: [N:38]1[CH:39]=[CH:40][CH:41]=[C:36]([CH2:35][CH2:34][C:33]2[CH:32]=[CH:31][C:30]([NH2:27])=[CH:43][CH:42]=2)[CH:37]=1. Given the reactants [N+](C1C=CC(CP(=O)(OCC)OCC)=CC=1)([O-])=O.N1C=CC=C(C=O)C=1.[N+:27]([C:30]1[CH:43]=[CH:42][C:33]([CH:34]=[CH:35][C:36]2[CH:37]=[N:38][CH:39]=[CH:40][CH:41]=2)=[CH:32][CH:31]=1)([O-])=O, predict the reaction product. (8) Given the reactants [CH3:1][CH:2]1[NH:7][CH2:6][CH2:5][N:4]([C:8]([C:10]2[CH:15]=[CH:14][CH:13]=[CH:12][CH:11]=2)=[O:9])[CH2:3]1.[O:16]1[C:20]([C:21]2[CH:26]=[CH:25][C:24]([S:27](Cl)(=[O:29])=[O:28])=[CH:23][CH:22]=2)=[CH:19][N:18]=[CH:17]1.C(N(CC)CC)C, predict the reaction product. The product is: [CH3:1][CH:2]1[N:7]([S:27]([C:24]2[CH:25]=[CH:26][C:21]([C:20]3[O:16][CH:17]=[N:18][CH:19]=3)=[CH:22][CH:23]=2)(=[O:28])=[O:29])[CH2:6][CH2:5][N:4]([C:8]([C:10]2[CH:15]=[CH:14][CH:13]=[CH:12][CH:11]=2)=[O:9])[CH2:3]1. (9) Given the reactants [C:1]([O:5][C:6]([N:8]1[CH2:13][CH2:12][O:11][CH2:10][CH:9]1[C:14]#[N:15])=[O:7])([CH3:4])([CH3:3])[CH3:2].Cl.[NH2:17][OH:18].C(=O)([O-])[O-].[Na+].[Na+], predict the reaction product. The product is: [C:1]([O:5][C:6]([N:8]1[CH2:13][CH2:12][O:11][CH2:10][CH:9]1[C:14](=[NH:15])[NH:17][OH:18])=[O:7])([CH3:4])([CH3:3])[CH3:2].